From a dataset of Peptide-MHC class II binding affinity with 134,281 pairs from IEDB. Regression. Given a peptide amino acid sequence and an MHC pseudo amino acid sequence, predict their binding affinity value. This is MHC class II binding data. (1) The peptide sequence is AGKATTEEQKLIEKI. The binding affinity (normalized) is 0.0741. The MHC is HLA-DPA10301-DPB10402 with pseudo-sequence HLA-DPA10301-DPB10402. (2) The peptide sequence is REALAQTHSAIAVII. The MHC is HLA-DPA10103-DPB10401 with pseudo-sequence HLA-DPA10103-DPB10401. The binding affinity (normalized) is 0.435. (3) The peptide sequence is ANKIVYTVKVEPHTG. The MHC is DRB1_1501 with pseudo-sequence DRB1_1501. The binding affinity (normalized) is 0.455. (4) The peptide sequence is YEGQRVVFIQPSPVRD. The MHC is DRB1_0701 with pseudo-sequence DRB1_0701. The binding affinity (normalized) is 0.596. (5) The peptide sequence is STHEMYYVSGARSNV. The MHC is DRB1_0901 with pseudo-sequence DRB1_0901. The binding affinity (normalized) is 0.703.